Dataset: Full USPTO retrosynthesis dataset with 1.9M reactions from patents (1976-2016). Task: Predict the reactants needed to synthesize the given product. (1) Given the product [CH3:1][O:2][C:3]1[N:8]=[N:7][C:6]([C:9]2[CH:10]=[C:11]([CH:15]=[CH:16][C:17]=2[CH3:18])[C:12]([NH:41][C:39]2[CH:38]=[CH:37][N:36]=[C:35]([C:34]([F:43])([F:33])[F:42])[CH:40]=2)=[O:13])=[CH:5][C:4]=1[N:19]1[CH2:24][CH2:23][O:22][CH2:21][CH2:20]1, predict the reactants needed to synthesize it. The reactants are: [CH3:1][O:2][C:3]1[N:8]=[N:7][C:6]([C:9]2[CH:10]=[C:11]([CH:15]=[CH:16][C:17]=2[CH3:18])[C:12](O)=[O:13])=[CH:5][C:4]=1[N:19]1[CH2:24][CH2:23][O:22][CH2:21][CH2:20]1.ClC(N(C)C)=C(C)C.[F:33][C:34]([F:43])([F:42])[C:35]1[CH:40]=[C:39]([NH2:41])[CH:38]=[CH:37][N:36]=1. (2) Given the product [F:25][C:26]1[CH:47]=[CH:46][CH:45]=[C:44]([F:48])[C:27]=1[CH2:28][O:29][C:30]1[C:31]2[N:32]([C:37]([C:41]([NH:9][CH2:10][C:11]#[CH:12])=[O:43])=[C:38]([CH3:40])[N:39]=2)[CH:33]=[C:34]([CH3:36])[CH:35]=1, predict the reactants needed to synthesize it. The reactants are: CN(C(O[N:9]1N=N[C:11]2[CH:12]=CC=N[C:10]1=2)=[N+](C)C)C.F[P-](F)(F)(F)(F)F.[F:25][C:26]1[CH:47]=[CH:46][CH:45]=[C:44]([F:48])[C:27]=1[CH2:28][O:29][C:30]1[C:31]2[N:32]([C:37]([C:41]([OH:43])=O)=[C:38]([CH3:40])[N:39]=2)[CH:33]=[C:34]([CH3:36])[CH:35]=1.C(N)C#C.C(N(CC)C(C)C)(C)C. (3) The reactants are: [F:1][C:2]1[CH:3]=[C:4]([CH:7]=[CH:8][C:9]=1[OH:10])[C:5]#[N:6].[OH-:11].[K+]. Given the product [F:1][C:2]1[CH:3]=[C:4]([CH:7]=[CH:8][C:9]=1[OH:10])[C:5]([NH2:6])=[O:11], predict the reactants needed to synthesize it. (4) Given the product [O:11]1[C:16]2[CH:17]=[CH:18][CH:19]=[CH:20][C:15]=2[O:14][CH:13]=[C:12]1[CH:21]=[O:22], predict the reactants needed to synthesize it. The reactants are: C(Cl)(=O)C(Cl)=O.CS(C)=O.[O:11]1[C:16]2[CH:17]=[CH:18][CH:19]=[CH:20][C:15]=2[O:14][CH:13]=[C:12]1[CH2:21][OH:22].C(N(CC)CC)C.Cl. (5) Given the product [Cl:1][C:2]1[C:3]([C:13]2[C:18]([F:19])=[CH:17][C:16]([F:20])=[CH:15][C:14]=2[F:21])=[C:4]([NH:6][CH:5]([CH3:10])[CH3:4])[C:5]2[N:6]=[CH:7][N:8]=[CH:9][C:10]=2[N:11]=1, predict the reactants needed to synthesize it. The reactants are: [Cl:1][C:2]1[C:3]([C:13]2[C:18]([F:19])=[CH:17][C:16]([F:20])=[CH:15][C:14]=2[F:21])=[C:4](Cl)[C:5]2[N:6]=[CH:7][N:8]=[CH:9][C:10]=2[N:11]=1. (6) Given the product [Cl:10][C:4]1[C:3]([CH2:2][S:18][C:16]2[N:15]=[C:14]([OH:19])[CH:13]=[C:12]([CH3:11])[N:17]=2)=[C:8]([Cl:9])[CH:7]=[CH:6][N:5]=1, predict the reactants needed to synthesize it. The reactants are: Br[CH2:2][C:3]1[C:4]([Cl:10])=[N:5][CH:6]=[CH:7][C:8]=1[Cl:9].[CH3:11][C:12]1[N:17]=[C:16]([SH:18])[N:15]=[C:14]([OH:19])[CH:13]=1.C(N(CC)CC)C. (7) The reactants are: [CH2:1]([NH:9][C:10]([C@@H:12]1[CH2:16][CH2:15][CH:14]([OH:17])[N:13]1[CH3:18])=[O:11])[CH2:2][C:3]1[CH:8]=[CH:7][CH:6]=[CH:5][CH:4]=1.[C:19]12(CS(O)(=O)=O)C(C)(C)C(CC1)CC2=O. Given the product [CH2:1]([NH:9][C:10]([C@@H:12]1[CH2:16][CH2:15][CH:14]([O:17][CH3:19])[N:13]1[CH3:18])=[O:11])[CH2:2][C:3]1[CH:4]=[CH:5][CH:6]=[CH:7][CH:8]=1, predict the reactants needed to synthesize it. (8) The reactants are: [CH2:1]([O:3][C:4]([C:6]1[N:7]=[C:8]([C:20]2[CH:25]=[CH:24][CH:23]=[CH:22][C:21]=2[Cl:26])[N:9]([C:13]2[CH:18]=[CH:17][C:16]([Cl:19])=[CH:15][CH:14]=2)[C:10]=1[CH:11]=O)=[O:5])[CH3:2].O.[NH2:28][NH2:29]. Given the product [CH2:1]([O:3][C:4]([C:6]1[N:7]=[C:8]([C:20]2[CH:25]=[CH:24][CH:23]=[CH:22][C:21]=2[Cl:26])[N:9]([C:13]2[CH:14]=[CH:15][C:16]([Cl:19])=[CH:17][CH:18]=2)[C:10]=1[CH:11]=[N:28][NH2:29])=[O:5])[CH3:2], predict the reactants needed to synthesize it. (9) Given the product [CH2:1]([NH:6][N:7]1[CH:8]=[CH:9][CH:10]=[CH:11]1)[CH2:2][CH2:3][CH2:4][CH3:5], predict the reactants needed to synthesize it. The reactants are: [CH:1](=[N:6]/[N:7]1[CH:11]=[CH:10][CH:9]=[CH:8]1)\[CH2:2][CH2:3][CH2:4][CH3:5].[H-].[H-].[H-].[H-].[Li+].[Al+3]. (10) Given the product [CH:7]1[C:8]([CH2:16][C@@H:17]([NH2:34])[CH2:18][C:19]([N:21]2[CH2:33][C:25]3=[N:26][N:27]=[C:28]([C:29]([F:32])([F:31])[F:30])[N:24]3[CH2:23][CH2:22]2)=[O:20])=[C:9]([F:15])[CH:10]=[C:11]([F:14])[C:12]=1[F:13].[CH2:1]([S:3]([O-:6])(=[O:5])=[O:4])[CH3:2], predict the reactants needed to synthesize it. The reactants are: [CH2:1]([S:3]([OH:6])(=[O:5])=[O:4])[CH3:2].[CH:7]1[C:8]([CH2:16][C@@H:17]([NH2:34])[CH2:18][C:19]([N:21]2[CH2:33][C:25]3=[N:26][N:27]=[C:28]([C:29]([F:32])([F:31])[F:30])[N:24]3[CH2:23][CH2:22]2)=[O:20])=[C:9]([F:15])[CH:10]=[C:11]([F:14])[C:12]=1[F:13].